This data is from Forward reaction prediction with 1.9M reactions from USPTO patents (1976-2016). The task is: Predict the product of the given reaction. (1) Given the reactants C(=O)([O-])[O-].[Cs+].[Cs+].C1(P(C2C=CC=CC=2)C2C=CC3C(=CC=CC=3)C=2C2C3C(=CC=CC=3)C=CC=2P(C2C=CC=CC=2)C2C=CC=CC=2)C=CC=CC=1.[C:53](=[NH:66])([C:60]1[CH:65]=[CH:64][CH:63]=[CH:62][CH:61]=1)[C:54]1[CH:59]=[CH:58][CH:57]=[CH:56][CH:55]=1.[NH2:67][C:68]1[CH:77]=[CH:76][C:75]([C:78]([C:80]2[N:84]3[CH:85]=[CH:86][CH:87]=[CH:88][C:83]3=[C:82](Br)[N:81]=2)=[O:79])=[CH:74][C:69]=1[C:70]([O:72][CH3:73])=[O:71], predict the reaction product. The product is: [NH2:67][C:68]1[CH:77]=[CH:76][C:75]([C:78]([C:80]2[N:84]3[CH:85]=[CH:86][CH:87]=[CH:88][C:83]3=[C:82]([N:66]=[C:53]([C:60]3[CH:61]=[CH:62][CH:63]=[CH:64][CH:65]=3)[C:54]3[CH:59]=[CH:58][CH:57]=[CH:56][CH:55]=3)[N:81]=2)=[O:79])=[CH:74][C:69]=1[C:70]([O:72][CH3:73])=[O:71]. (2) Given the reactants [Cl:1][C:2]1[CH:7]=[CH:6][CH:5]=[C:4]([Cl:8])[C:3]=1[CH:9]1[CH2:14][CH2:13][NH:12][CH2:11][CH2:10]1.[CH3:15][C:16]1[C:24]2[C:19](=[CH:20][CH:21]=[CH:22][CH:23]=2)[NH:18][C:17]=1[CH:25]=O.[BH3-]C#N.[Na+], predict the reaction product. The product is: [Cl:8][C:4]1[CH:5]=[CH:6][CH:7]=[C:2]([Cl:1])[C:3]=1[CH:9]1[CH2:10][CH2:11][N:12]([CH2:25][C:17]2[NH:18][C:19]3[C:24]([C:16]=2[CH3:15])=[CH:23][CH:22]=[CH:21][CH:20]=3)[CH2:13][CH2:14]1.